From a dataset of Peptide-MHC class I binding affinity with 185,985 pairs from IEDB/IMGT. Regression. Given a peptide amino acid sequence and an MHC pseudo amino acid sequence, predict their binding affinity value. This is MHC class I binding data. (1) The peptide sequence is ILANKENVHW. The MHC is Mamu-B17 with pseudo-sequence Mamu-B17. The binding affinity (normalized) is 0.588. (2) The peptide sequence is VEGLSGATW. The MHC is HLA-B44:03 with pseudo-sequence HLA-B44:03. The binding affinity (normalized) is 0.585. (3) The peptide sequence is FLGRIWPS. The MHC is HLA-B15:09 with pseudo-sequence HLA-B15:09. The binding affinity (normalized) is 0.0847.